From a dataset of Reaction yield outcomes from USPTO patents with 853,638 reactions. Predict the reaction yield, written as a fraction of the theoretical maximum amount of product (1.0 means a 100% yield; for example, 0.34 means a 34% yield). The reactants are [CH3:1][C:2]1[O:6][N:5]=[C:4]([C:7]2[CH:12]=[CH:11][CH:10]=[CH:9][CH:8]=2)[C:3]=1[CH2:13][O:14][C:15]1[CH:23]=[CH:22][C:18]([C:19]([OH:21])=O)=[CH:17][N:16]=1.[NH2:24][CH2:25][C:26]1[CH:31]=[CH:30][CH:29]=[CH:28][N:27]=1. No catalyst specified. The product is [CH3:1][C:2]1[O:6][N:5]=[C:4]([C:7]2[CH:8]=[CH:9][CH:10]=[CH:11][CH:12]=2)[C:3]=1[CH2:13][O:14][C:15]1[CH:23]=[CH:22][C:18]([C:19]([NH:24][CH2:25][C:26]2[CH:31]=[CH:30][CH:29]=[CH:28][N:27]=2)=[O:21])=[CH:17][N:16]=1. The yield is 0.740.